This data is from Peptide-MHC class I binding affinity with 185,985 pairs from IEDB/IMGT. The task is: Regression. Given a peptide amino acid sequence and an MHC pseudo amino acid sequence, predict their binding affinity value. This is MHC class I binding data. (1) The peptide sequence is SAIFFTTSLF. The MHC is HLA-A24:02 with pseudo-sequence HLA-A24:02. The binding affinity (normalized) is 0.435. (2) The peptide sequence is KEKGGLEGL. The MHC is HLA-A68:02 with pseudo-sequence HLA-A68:02. The binding affinity (normalized) is 0. (3) The peptide sequence is FLCPTFTLK. The MHC is HLA-B48:01 with pseudo-sequence HLA-B48:01. The binding affinity (normalized) is 0.0847. (4) The peptide sequence is VTDSQYALGI. The MHC is HLA-B51:01 with pseudo-sequence HLA-B51:01. The binding affinity (normalized) is 0.0114. (5) The peptide sequence is TSPLTTGQTL. The MHC is Mamu-A01 with pseudo-sequence Mamu-A01. The binding affinity (normalized) is 0.836. (6) The peptide sequence is LLMLVTPSM. The MHC is HLA-A02:17 with pseudo-sequence HLA-A02:17. The binding affinity (normalized) is 0.705. (7) The MHC is HLA-A02:03 with pseudo-sequence HLA-A02:03. The peptide sequence is LNASWFNSFL. The binding affinity (normalized) is 0.314.